Dataset: NCI-60 drug combinations with 297,098 pairs across 59 cell lines. Task: Regression. Given two drug SMILES strings and cell line genomic features, predict the synergy score measuring deviation from expected non-interaction effect. (1) Drug 1: CC(CN1CC(=O)NC(=O)C1)N2CC(=O)NC(=O)C2. Drug 2: CC1=C2C(C(=O)C3(C(CC4C(C3C(C(C2(C)C)(CC1OC(=O)C(C(C5=CC=CC=C5)NC(=O)C6=CC=CC=C6)O)O)OC(=O)C7=CC=CC=C7)(CO4)OC(=O)C)O)C)OC(=O)C. Cell line: A549. Synergy scores: CSS=43.3, Synergy_ZIP=-10.0, Synergy_Bliss=-11.7, Synergy_Loewe=-8.52, Synergy_HSA=-4.75. (2) Drug 1: C1CCC(C1)C(CC#N)N2C=C(C=N2)C3=C4C=CNC4=NC=N3. Drug 2: CC(C1=C(C=CC(=C1Cl)F)Cl)OC2=C(N=CC(=C2)C3=CN(N=C3)C4CCNCC4)N. Cell line: SR. Synergy scores: CSS=81.8, Synergy_ZIP=5.45, Synergy_Bliss=4.43, Synergy_Loewe=-19.5, Synergy_HSA=4.09. (3) Drug 1: C1CCC(CC1)NC(=O)N(CCCl)N=O. Cell line: SF-268. Synergy scores: CSS=19.4, Synergy_ZIP=3.50, Synergy_Bliss=2.80, Synergy_Loewe=-15.5, Synergy_HSA=-1.02. Drug 2: CC1=CC2C(CCC3(C2CCC3(C(=O)C)OC(=O)C)C)C4(C1=CC(=O)CC4)C. (4) Drug 1: C1CCN(CC1)CCOC2=CC=C(C=C2)C(=O)C3=C(SC4=C3C=CC(=C4)O)C5=CC=C(C=C5)O. Drug 2: CNC(=O)C1=CC=CC=C1SC2=CC3=C(C=C2)C(=NN3)C=CC4=CC=CC=N4. Cell line: HL-60(TB). Synergy scores: CSS=2.54, Synergy_ZIP=3.38, Synergy_Bliss=8.68, Synergy_Loewe=-2.68, Synergy_HSA=-0.0557. (5) Drug 1: C1=C(C(=O)NC(=O)N1)F. Drug 2: C(CCl)NC(=O)N(CCCl)N=O. Cell line: PC-3. Synergy scores: CSS=36.0, Synergy_ZIP=0.0150, Synergy_Bliss=-0.0129, Synergy_Loewe=-2.06, Synergy_HSA=2.20. (6) Drug 1: CC1C(C(CC(O1)OC2CC(CC3=C2C(=C4C(=C3O)C(=O)C5=C(C4=O)C(=CC=C5)OC)O)(C(=O)CO)O)N)O.Cl. Drug 2: CC12CCC3C(C1CCC2O)C(CC4=C3C=CC(=C4)O)CCCCCCCCCS(=O)CCCC(C(F)(F)F)(F)F. Cell line: OVCAR3. Synergy scores: CSS=11.5, Synergy_ZIP=-19.5, Synergy_Bliss=-32.2, Synergy_Loewe=-33.9, Synergy_HSA=-29.2.